This data is from Forward reaction prediction with 1.9M reactions from USPTO patents (1976-2016). The task is: Predict the product of the given reaction. (1) The product is: [C:1]([O:5][C:6]([N:8]1[CH2:13][CH2:12][CH2:11][CH2:10][CH:9]1[C:14](=[O:16])[NH:72][C:67]1[C:68]([CH3:71])=[N:69][CH:70]=[C:65]([NH:64][C:61]2[N:60]=[CH:59][C:58]([C:55]3[CH:54]=[CH:53][C:52]([O:51][CH3:50])=[CH:57][CH:56]=3)=[CH:63][N:62]=2)[CH:66]=1)=[O:7])([CH3:2])([CH3:3])[CH3:4]. Given the reactants [C:1]([O:5][C:6]([N:8]1[CH2:13][CH2:12][CH2:11][CH2:10][CH:9]1[C:14]([OH:16])=O)=[O:7])([CH3:4])([CH3:3])[CH3:2].CN(C(ON1N=NC2C=CC=NC1=2)=[N+](C)C)C.F[P-](F)(F)(F)(F)F.CCN(C(C)C)C(C)C.[CH3:50][O:51][C:52]1[CH:57]=[CH:56][C:55]([C:58]2[CH:59]=[N:60][C:61]([NH:64][C:65]3[CH:66]=[C:67]([NH2:72])[C:68]([CH3:71])=[N:69][CH:70]=3)=[N:62][CH:63]=2)=[CH:54][CH:53]=1, predict the reaction product. (2) The product is: [Cl:29][C:26]1[CH:25]=[N:24][C:23]([N:20]2[CH2:19][CH2:18][CH:17]([CH2:16][CH2:15][CH2:14][O:13][C:10]3[CH:11]=[CH:12][C:7]([C:6]([OH:31])=[O:5])=[C:8]([CH3:30])[CH:9]=3)[CH2:22][CH2:21]2)=[N:28][CH:27]=1. Given the reactants O[Li].O.C[O:5][C:6](=[O:31])[C:7]1[CH:12]=[CH:11][C:10]([O:13][CH2:14][CH2:15][CH2:16][CH:17]2[CH2:22][CH2:21][N:20]([C:23]3[N:28]=[CH:27][C:26]([Cl:29])=[CH:25][N:24]=3)[CH2:19][CH2:18]2)=[CH:9][C:8]=1[CH3:30], predict the reaction product. (3) Given the reactants [Cl:1][C:2]1[CH:3]=[C:4]2[C:9](=[C:10]([Cl:12])[CH:11]=1)[CH2:8][N:7]([CH3:13])[CH2:6][CH:5]2[C:14]1[CH:19]=[CH:18][CH:17]=[CH:16][CH:15]=1.[Cl:20][S:21](O)(=[O:23])=[O:22], predict the reaction product. The product is: [Cl:1][C:2]1[CH:3]=[C:4]2[C:9](=[C:10]([Cl:12])[CH:11]=1)[CH2:8][N:7]([CH3:13])[CH2:6][CH:5]2[C:14]1[CH:15]=[CH:16][C:17]([S:21]([Cl:20])(=[O:23])=[O:22])=[CH:18][CH:19]=1. (4) Given the reactants [C:1]([O:5][C:6]([NH:8][C@@H:9]([CH2:13][CH2:14][CH:15]=[CH2:16])[C:10]([OH:12])=[O:11])=[O:7])([CH3:4])([CH3:3])[CH3:2].[CH3:17]C(CCCC)C(N[C@@H](CC=C)C(O)=O)=O, predict the reaction product. The product is: [C:1]([O:5][C:6]([N:8]([CH3:17])[C@@H:9]([CH2:13][CH2:14][CH:15]=[CH2:16])[C:10]([OH:12])=[O:11])=[O:7])([CH3:4])([CH3:3])[CH3:2]. (5) Given the reactants [C:1]([O:5][C:6]([NH:8][C@H:9]1[CH2:14][CH2:13][CH2:12][N:11]([C:15]2[CH:20]=[CH:19][N:18]=[CH:17][C:16]=2[NH:21][C:22]([C:24]2[C:33]([NH:34][C:35](=[O:44])[O:36][CH2:37][C:38]3[CH:43]=[CH:42][CH:41]=[CH:40][CH:39]=3)=[CH:32][C:31]3[C:26](=[CH:27][C:28]([CH:45]([OH:47])[CH3:46])=[CH:29][CH:30]=3)[N:25]=2)=[O:23])[CH2:10]1)=[O:7])([CH3:4])([CH3:3])[CH3:2].CC(OI1(OC(C)=O)(OC(C)=O)OC(=O)C2C=CC=CC1=2)=O, predict the reaction product. The product is: [C:45]([C:28]1[CH:27]=[C:26]2[C:31]([CH:32]=[C:33]([NH:34][C:35]([O:36][CH2:37][C:38]3[CH:39]=[CH:40][CH:41]=[CH:42][CH:43]=3)=[O:44])[C:24]([C:22]([NH:21][C:16]3[CH:17]=[N:18][CH:19]=[CH:20][C:15]=3[N:11]3[CH2:12][CH2:13][CH2:14][C@H:9]([NH:8][C:6](=[O:7])[O:5][C:1]([CH3:4])([CH3:3])[CH3:2])[CH2:10]3)=[O:23])=[N:25]2)=[CH:30][CH:29]=1)(=[O:47])[CH3:46]. (6) Given the reactants [CH2:1]([CH:8]1[CH2:15][NH:14][C:13](=[O:16])[C:12]2[CH:17]=[CH:18][CH:19]=[CH:20][C:11]=2[CH2:10][N:9]1[S:21]([C:24]1[CH:29]=[CH:28][CH:27]=[CH:26][C:25]=1[O:30][CH3:31])(=[O:23])=[O:22])[C:2]1[CH:7]=[CH:6][CH:5]=[CH:4][CH:3]=1.[H-].[Na+].[CH3:34]I, predict the reaction product. The product is: [CH2:1]([CH:8]1[CH2:15][N:14]([CH3:34])[C:13](=[O:16])[C:12]2[CH:17]=[CH:18][CH:19]=[CH:20][C:11]=2[CH2:10][N:9]1[S:21]([C:24]1[CH:29]=[CH:28][CH:27]=[CH:26][C:25]=1[O:30][CH3:31])(=[O:23])=[O:22])[C:2]1[CH:3]=[CH:4][CH:5]=[CH:6][CH:7]=1.